This data is from Forward reaction prediction with 1.9M reactions from USPTO patents (1976-2016). The task is: Predict the product of the given reaction. (1) Given the reactants [C:1]1([O:7][CH2:8][C:9]2[CH:14]=[CH:13][C:12]([Cl:15])=[CH:11][CH:10]=2)[CH:6]=[CH:5][CH:4]=[CH:3][CH:2]=1.[S:16](Cl)([Cl:19])(=[O:18])=[O:17].C(OC(N1CCC2C(=CC(N)=CC=2)C1)=O)(C)(C)C, predict the reaction product. The product is: [Cl:15][C:12]1[CH:11]=[CH:10][C:9]([CH2:8][O:7][C:1]2[CH:2]=[CH:3][C:4]([S:16]([Cl:19])(=[O:18])=[O:17])=[CH:5][CH:6]=2)=[CH:14][CH:13]=1. (2) Given the reactants [O:1]=[C:2]1[CH:7]([N:8]2[C:16](=[O:17])[C:15]3[C:10](=[CH:11][CH:12]=[C:13]([C:18](O)=[O:19])[CH:14]=3)[C:9]2=[O:21])[CH2:6][CH2:5][C:4](=[O:22])[NH:3]1.CN(C(ON1N=NC2C=CC=NC1=2)=[N+](C)C)C.F[P-](F)(F)(F)(F)F.[NH2:47][CH2:48][CH2:49][CH2:50][CH2:51][CH2:52][CH2:53][NH:54][C:55](=[O:61])[O:56][C:57]([CH3:60])([CH3:59])[CH3:58], predict the reaction product. The product is: [O:1]=[C:2]1[CH:7]([N:8]2[C:16](=[O:17])[C:15]3[C:10](=[CH:11][CH:12]=[C:13]([C:18]([NH:47][CH2:48][CH2:49][CH2:50][CH2:51][CH2:52][CH2:53][NH:54][C:55](=[O:61])[O:56][C:57]([CH3:58])([CH3:60])[CH3:59])=[O:19])[CH:14]=3)[C:9]2=[O:21])[CH2:6][CH2:5][C:4](=[O:22])[NH:3]1. (3) Given the reactants [C:1]1([S:7]([N:10]2C3C=CC=C(C=O)C=3[CH:12]=[N:11]2)(=[O:9])=[O:8])[CH:6]=[CH:5][CH:4]=[CH:3][CH:2]=1.[C:21]1([C:27]2C(C3C=CC=CC=3)=[C:29]([NH:33][CH:34](P(=O)([O-])[O-])[C:35]3C=CN=CC=3)[CH:30]=[CH:31][CH:32]=2)[CH:26]=[CH:25][CH:24]=[CH:23][CH:22]=1.C(=O)([O-])[O-:52].[Cs+].[Cs+].Cl, predict the reaction product. The product is: [C:1]1([S:7]([N:10]2[C:25]3[C:26](=[C:21]([CH2:27][C:32]([C:31]4[CH:30]=[CH:29][N:33]=[CH:34][CH:35]=4)=[O:52])[CH:22]=[CH:23][CH:24]=3)[CH:12]=[N:11]2)(=[O:8])=[O:9])[CH:2]=[CH:3][CH:4]=[CH:5][CH:6]=1. (4) The product is: [CH3:6][N:5]([CH2:4][CH2:3][N:2]([CH3:1])[C@@H:7]1[CH2:11][CH2:10][N:9]([C:12]2[N:17]=[C:16]([C:18]3[CH:27]=[CH:26][C:25]4[C:20](=[CH:21][CH:22]=[CH:23][CH:24]=4)[CH:19]=3)[CH:15]=[CH:14][N:13]=2)[CH2:8]1)[C:37](=[O:39])[CH3:38]. Given the reactants [CH3:1][N:2]([C@@H:7]1[CH2:11][CH2:10][N:9]([C:12]2[N:17]=[C:16]([C:18]3[CH:27]=[CH:26][C:25]4[C:20](=[CH:21][CH:22]=[CH:23][CH:24]=4)[CH:19]=3)[CH:15]=[CH:14][N:13]=2)[CH2:8]1)[CH2:3][CH2:4][NH:5][CH3:6].CCN(C(C)C)C(C)C.[C:37](OC(=O)C)(=[O:39])[CH3:38], predict the reaction product. (5) Given the reactants [OH:1][CH2:2][CH:3]([CH2:5][OH:6])[OH:4].C1(C)C=CC(S(O)(=O)=O)=CC=1.[C:18](OC)(OC)([O:20][CH3:21])[CH3:19].C(=O)([O-])[O-].[Na+].[Na+], predict the reaction product. The product is: [OH:1][CH2:2][CH:3]1[CH2:5][O:6][C:18]([O:20][CH3:21])([CH3:19])[O:4]1. (6) Given the reactants [F:1][C:2]1[CH:7]=[CH:6][C:5]([C:8]2[N:9]=[C:10]3[N:14]([C:15]=2[C:16]2[CH:21]=[CH:20][N:19]=[C:18](S(C)(=O)=O)[N:17]=2)[CH:13]=[CH:12][S:11]3)=[CH:4][CH:3]=1.[C:26]([O:30][C:31]([N:33]1[CH2:38][CH2:37][CH:36]([NH2:39])[CH2:35][CH2:34]1)=[O:32])([CH3:29])([CH3:28])[CH3:27].CCN(C(C)C)C(C)C.O, predict the reaction product. The product is: [C:26]([O:30][C:31]([N:33]1[CH2:38][CH2:37][CH:36]([NH:39][C:18]2[N:17]=[C:16]([C:15]3[N:14]4[C:10]([S:11][CH:12]=[CH:13]4)=[N:9][C:8]=3[C:5]3[CH:6]=[CH:7][C:2]([F:1])=[CH:3][CH:4]=3)[CH:21]=[CH:20][N:19]=2)[CH2:35][CH2:34]1)=[O:32])([CH3:29])([CH3:27])[CH3:28]. (7) Given the reactants Cl[C:2]([O:4][CH2:5][C:6]1[CH:11]=[CH:10][CH:9]=[CH:8][CH:7]=1)=[O:3].[NH:12]1[CH2:16][CH2:15][CH2:14][CH:13]1[C:17]([OH:19])=[O:18].Cl, predict the reaction product. The product is: [CH2:5]([O:4][C:2]([N:12]1[CH2:16][CH2:15][CH2:14][CH:13]1[C:17]([OH:19])=[O:18])=[O:3])[C:6]1[CH:11]=[CH:10][CH:9]=[CH:8][CH:7]=1. (8) Given the reactants [Cl:1][C:2]1[CH:7]=[CH:6][C:5]([C:8](=[O:13])[CH2:9][C:10](=O)[CH3:11])=[CH:4][CH:3]=1.C([O-])(=O)C.[NH4+:18], predict the reaction product. The product is: [NH2:18][C:10]([CH3:11])=[CH:9][C:8]([C:5]1[CH:6]=[CH:7][C:2]([Cl:1])=[CH:3][CH:4]=1)=[O:13].